From a dataset of Full USPTO retrosynthesis dataset with 1.9M reactions from patents (1976-2016). Predict the reactants needed to synthesize the given product. (1) Given the product [F:24][C:10]1[CH:9]=[C:8]([N:5]2[CH:6]=[C:2]([CH3:1])[N:3]=[CH:4]2)[C:13]([F:14])=[CH:12][C:11]=1[C@@H:15]([NH2:17])[CH3:16], predict the reactants needed to synthesize it. The reactants are: [CH3:1][C:2]1[N:3]=[CH:4][NH:5][CH:6]=1.Br[C:8]1[C:13]([F:14])=[CH:12][C:11]([C@@H:15]([NH:17][S@@](C(C)(C)C)=O)[CH3:16])=[C:10]([F:24])[CH:9]=1.[O-]P([O-])([O-])=O.[K+].[K+].[K+]. (2) Given the product [C:17]1([C@H:23]([NH:25][C:2]2[CH2:11][CH2:10][C:5]3([O:9][CH2:8][CH2:7][O:6]3)[CH2:4][C:3]=2[C:12]([O:14][CH2:15][CH3:16])=[O:13])[CH3:24])[CH:22]=[CH:21][CH:20]=[CH:19][CH:18]=1, predict the reactants needed to synthesize it. The reactants are: O[C:2]1[CH2:11][CH2:10][C:5]2([O:9][CH2:8][CH2:7][O:6]2)[CH2:4][C:3]=1[C:12]([O:14][CH2:15][CH3:16])=[O:13].[C:17]1([C@H:23]([NH2:25])[CH3:24])[CH:22]=[CH:21][CH:20]=[CH:19][CH:18]=1. (3) Given the product [Br:11][CH:12]1[CH2:16][CH2:17][N:8]([C:5]2[CH:6]=[CH:7][C:2]([Cl:1])=[C:3]([O:9][CH3:10])[CH:4]=2)[C:13]1=[O:14], predict the reactants needed to synthesize it. The reactants are: [Cl:1][C:2]1[CH:7]=[CH:6][C:5]([NH2:8])=[CH:4][C:3]=1[O:9][CH3:10].[Br:11][CH:12]([CH2:16][CH2:17]Br)[C:13](Cl)=[O:14].C(N(CC)CC)C.O. (4) Given the product [Br:1][C:2]1[CH:3]=[C:4]([CH:5]=[CH:6][CH:7]=1)[O:8][CH2:16][C@@H:17]1[CH2:19][O:18]1, predict the reactants needed to synthesize it. The reactants are: [Br:1][C:2]1[CH:3]=[C:4]([OH:8])[CH:5]=[CH:6][CH:7]=1.C([O-])([O-])=O.[K+].[K+].Cl[CH2:16][C@@H:17]1[CH2:19][O:18]1. (5) The reactants are: FC(F)(F)S(O[C:7]1[CH:12]=[C:11]([Cl:13])[C:10]([CH2:14][CH:15]2[CH2:19][CH2:18][N:17]([CH:20]3[CH2:25][CH2:24][CH2:23][CH2:22][CH2:21]3)[C:16]2=[O:26])=[C:9]([Cl:27])[CH:8]=1)(=O)=O.[C:30]([O-:33])(=[O:32])C.[Na+].[C]=O.[CH3:37]O. Given the product [CH3:37][O:33][C:30](=[O:32])[C:7]1[CH:12]=[C:11]([Cl:13])[C:10]([CH2:14][CH:15]2[CH2:19][CH2:18][N:17]([CH:20]3[CH2:25][CH2:24][CH2:23][CH2:22][CH2:21]3)[C:16]2=[O:26])=[C:9]([Cl:27])[CH:8]=1, predict the reactants needed to synthesize it. (6) The reactants are: Br[C:2]1[C:3]([CH3:8])=[N:4][CH:5]=[CH:6][CH:7]=1.[Li]CCCC.CN([CH:17]=[O:18])C. Given the product [CH3:8][C:3]1[N:4]=[CH:5][CH:6]=[CH:7][C:2]=1[CH:17]=[O:18], predict the reactants needed to synthesize it. (7) Given the product [CH3:23][NH:22][CH2:21][C:17]1[CH:16]=[C:15]([C:12]2[CH:11]=[CH:10][C:9](=[CH:8][CH:4]3[S:3][C:2](=[O:1])[NH:6][C:5]3=[O:7])[CH2:14][CH:13]=2)[CH:20]=[CH:19][CH:18]=1, predict the reactants needed to synthesize it. The reactants are: [O:1]=[C:2]1[NH:6][C:5](=[O:7])[C:4](=[CH:8][C:9]2[CH:14]=[CH:13][C:12]([C:15]3[CH:20]=[CH:19][CH:18]=[C:17]([CH2:21][N:22](C)[C:23](=O)OC(C)(C)C)[CH:16]=3)=[CH:11][CH:10]=2)[S:3]1.FC(F)(F)C(O)=O.C(=O)(O)[O-].